From a dataset of Catalyst prediction with 721,799 reactions and 888 catalyst types from USPTO. Predict which catalyst facilitates the given reaction. (1) Reactant: [Br:1][C:2]1[CH:3]=[C:4]([CH2:8][C:9]([OH:11])=[O:10])[CH:5]=[N:6][CH:7]=1.[CH2:12](O)[CH3:13].S(=O)(=O)(O)O.C(=O)(O)[O-].[Na+]. Product: [CH2:12]([O:10][C:9](=[O:11])[CH2:8][C:4]1[CH:5]=[N:6][CH:7]=[C:2]([Br:1])[CH:3]=1)[CH3:13]. The catalyst class is: 13. (2) Reactant: [CH3:1][C:2]1([CH:6]2[C:15]3[C:10](=[CH:11][CH:12]=[CH:13][CH:14]=3)[NH:9][CH2:8][CH2:7]2)[CH2:5][O:4][CH2:3]1.I[CH2:17][C:18]([NH2:20])=[O:19].CCN(C(C)C)C(C)C.[OH-].[Na+]. Product: [CH3:1][C:2]1([CH:6]2[C:15]3[C:10](=[CH:11][CH:12]=[CH:13][CH:14]=3)[N:9]([CH2:17][C:18]([NH2:20])=[O:19])[CH2:8][CH2:7]2)[CH2:3][O:4][CH2:5]1. The catalyst class is: 3.